The task is: Predict the reactants needed to synthesize the given product.. This data is from Retrosynthesis with 50K atom-mapped reactions and 10 reaction types from USPTO. (1) Given the product CCOC(=O)CCCOc1cnc(N(Cc2cc(C(F)(F)F)cc(C(F)(F)F)c2)C(=O)OCc2ccccc2)nc1, predict the reactants needed to synthesize it. The reactants are: CCOC(=O)CCCBr.O=C(OCc1ccccc1)N(Cc1cc(C(F)(F)F)cc(C(F)(F)F)c1)c1ncc(O)cn1. (2) Given the product CC(c1oc2ccccc2c(=O)c1-c1ccccc1)n1cnc2c(N)ncnc21, predict the reactants needed to synthesize it. The reactants are: CC(c1oc2ccc(Br)cc2c(=O)c1-c1ccccc1)n1cnc2c(N)ncnc21. (3) The reactants are: COC1=C(OC)C(=O)C(Cc2ccc(OC(C)=O)c(C(=O)Nc3cc(OC)c(OC)c(OC)c3)c2)=C(C)C1=O. Given the product COC1=C(OC)C(=O)C(Cc2ccc(O)c(C(=O)Nc3cc(OC)c(OC)c(OC)c3)c2)=C(C)C1=O, predict the reactants needed to synthesize it. (4) Given the product Cc1cnc(N2CCN(C(=O)c3ccc(Cl)cc3N3[C@H](C)CCS3(=O)=O)CC2)c(C)c1, predict the reactants needed to synthesize it. The reactants are: CC1CCS(=O)(=O)N1.Cc1cnc(N2CCN(C(=O)c3ccc(Cl)cc3Br)CC2)c(C)c1.